Dataset: Forward reaction prediction with 1.9M reactions from USPTO patents (1976-2016). Task: Predict the product of the given reaction. (1) Given the reactants [CH3:1][NH:2][C:3]1[CH:8]=[C:7]([C:9]2[CH2:13][C:12]([C:18]3[CH:23]=[C:22]([Cl:24])[CH:21]=[C:20]([Cl:25])[CH:19]=3)([C:14]([F:17])([F:16])[F:15])[O:11][N:10]=2)[CH:6]=[CH:5][C:4]=1[Cl:26].Cl.[N:28]([O-])=[O:29].[Na+].C(=O)(O)[O-].[Na+], predict the reaction product. The product is: [CH3:1][N:2]([N:28]=[O:29])[C:3]1[CH:8]=[C:7]([C:9]2[CH2:13][C:12]([C:18]3[CH:23]=[C:22]([Cl:24])[CH:21]=[C:20]([Cl:25])[CH:19]=3)([C:14]([F:17])([F:15])[F:16])[O:11][N:10]=2)[CH:6]=[CH:5][C:4]=1[Cl:26]. (2) Given the reactants Cl[C:2]1[NH:6][C:5]2[CH:7]=[CH:8][CH:9]=[CH:10][C:4]=2[N:3]=1.[Br:11][C:12]1[CH:17]=[CH:16][C:15]([OH:18])=[CH:14][CH:13]=1.C(N(CC)CC)C, predict the reaction product. The product is: [Br:11][C:12]1[CH:17]=[CH:16][C:15]([O:18][C:2]2[NH:6][C:5]3[CH:7]=[CH:8][CH:9]=[CH:10][C:4]=3[N:3]=2)=[CH:14][CH:13]=1. (3) The product is: [ClH:1].[N:18]1([CH2:17][C:14]2[CH:15]=[CH:16][C:11]([C:9]3[NH:8][C:4]4=[N:5][CH:6]=[CH:7][C:2]([C:34]5[CH:33]=[CH:32][C:31]([C:29]([N:24]6[CH2:25][CH2:26][CH2:27][CH2:28]6)=[O:30])=[CH:36][CH:35]=5)=[C:3]4[N:10]=3)=[CH:12][CH:13]=2)[CH2:23][CH2:22][O:21][CH2:20][CH2:19]1. Given the reactants [Cl:1][C:2]1[CH:7]=[CH:6][N:5]=[C:4]2[NH:8][C:9]([C:11]3[CH:16]=[CH:15][C:14]([CH2:17][N:18]4[CH2:23][CH2:22][O:21][CH2:20][CH2:19]4)=[CH:13][CH:12]=3)=[N:10][C:3]=12.[N:24]1([C:29]([C:31]2[CH:36]=[CH:35][C:34](B(O)O)=[CH:33][CH:32]=2)=[O:30])[CH2:28][CH2:27][CH2:26][CH2:25]1.C(=O)([O-])[O-].[Na+].[Na+], predict the reaction product. (4) Given the reactants [C:1]1([N:7]2[CH2:12][CH2:11][N:10]([C:13]([C:15]3([NH:21]C(=O)OC(C)(C)C)[CH2:20][CH2:19][CH2:18][CH2:17][CH2:16]3)=[O:14])[CH2:9][CH2:8]2)[CH:6]=[CH:5][CH:4]=[CH:3][CH:2]=1, predict the reaction product. The product is: [NH2:21][C:15]1([C:13]([N:10]2[CH2:9][CH2:8][N:7]([C:1]3[CH:6]=[CH:5][CH:4]=[CH:3][CH:2]=3)[CH2:12][CH2:11]2)=[O:14])[CH2:16][CH2:17][CH2:18][CH2:19][CH2:20]1. (5) Given the reactants [Br:1][C:2]1[C:3]([N:22]2[CH2:26][CH2:25][C@@H:24]([OH:27])[CH2:23]2)=[N:4][CH:5]=[C:6]([CH:21]=1)[C:7]([NH:9][C:10]1[CH:15]=[CH:14][C:13]([O:16][C:17]([F:20])([F:19])[F:18])=[CH:12][CH:11]=1)=[O:8].Cl.[OH:29][CH2:30]C1CNCC1O, predict the reaction product. The product is: [Br:1][C:2]1[C:3]([N:22]2[CH2:26][C@@H:25]([CH2:30][OH:29])[C@H:24]([OH:27])[CH2:23]2)=[N:4][CH:5]=[C:6]([CH:21]=1)[C:7]([NH:9][C:10]1[CH:15]=[CH:14][C:13]([O:16][C:17]([F:19])([F:20])[F:18])=[CH:12][CH:11]=1)=[O:8]. (6) Given the reactants [Li+].[BH4-].C[Si](Cl)(C)C.[C:8]([O:12][C:13]([N:15]1[CH2:18][CH2:17][C@@H:16]1[C:19](O)=[O:20])=[O:14])([CH3:11])([CH3:10])[CH3:9].CO, predict the reaction product. The product is: [OH:20][CH2:19][C@H:16]1[CH2:17][CH2:18][N:15]1[C:13]([O:12][C:8]([CH3:11])([CH3:10])[CH3:9])=[O:14].